From a dataset of Full USPTO retrosynthesis dataset with 1.9M reactions from patents (1976-2016). Predict the reactants needed to synthesize the given product. (1) Given the product [C:10]([O:9][C:8]([NH:7][CH:6]1[CH:1]2[CH:5]1[CH2:4][N:3]([C:23]([O:25][C:26]1[CH:31]=[CH:30][CH:29]=[CH:28][CH:27]=1)=[O:24])[CH2:2]2)=[O:14])([CH3:11])([CH3:13])[CH3:12], predict the reactants needed to synthesize it. The reactants are: [CH:1]12[CH:6]([NH:7][C:8](=[O:14])[O:9][C:10]([CH3:13])([CH3:12])[CH3:11])[CH:5]1[CH2:4][NH:3][CH2:2]2.C(N(CC)CC)C.Cl[C:23]([O:25][C:26]1[CH:31]=[CH:30][CH:29]=[CH:28][CH:27]=1)=[O:24]. (2) Given the product [NH2:26][C:22]1[C:21]2[N:20]([C:19]([CH2:27][CH:28]3[CH2:33][CH2:32][N:31]([C:45](=[O:46])[CH2:44][Cl:43])[CH2:30][CH2:29]3)=[N:18][C:17]=2[C:11]2[CH:10]=[C:9]3[C:14]([CH:15]=[CH:16][C:7]([C:1]4[CH:2]=[CH:3][CH:4]=[CH:5][CH:6]=4)=[N:8]3)=[CH:13][CH:12]=2)[CH:25]=[CH:24][N:23]=1, predict the reactants needed to synthesize it. The reactants are: [C:1]1([C:7]2[CH:16]=[CH:15][C:14]3[C:9](=[CH:10][C:11]([C:17]4[N:18]=[C:19]([CH2:27][CH:28]5[CH2:33][CH2:32][NH:31][CH2:30][CH2:29]5)[N:20]5[CH:25]=[CH:24][N:23]=[C:22]([NH2:26])[C:21]=45)=[CH:12][CH:13]=3)[N:8]=2)[CH:6]=[CH:5][CH:4]=[CH:3][CH:2]=1.CCN(C(C)C)C(C)C.[Cl:43][CH2:44][C:45](Cl)=[O:46]. (3) The reactants are: [OH-:1].[Li+].C[O:4][C:5](=[O:39])[CH:6](O)[C:7]1[CH:12]=[CH:11][CH:10]=[C:9]([C:13]2[CH:14]=[C:15]3[C:21]([C:22]4[CH:27]=[CH:26][CH:25]=[CH:24][C:23]=4[O:28][CH3:29])=[N:20][N:19]([CH2:30][O:31][CH2:32][CH2:33][Si:34]([CH3:37])([CH3:36])[CH3:35])[C:16]3=[N:17][CH:18]=2)[N:8]=1.O. Given the product [OH:1][C:10]1[CH:11]=[CH:12][C:7]([CH2:6][C:5]([OH:4])=[O:39])=[N:8][C:9]=1[C:13]1[CH:14]=[C:15]2[C:21]([C:22]3[CH:27]=[CH:26][CH:25]=[CH:24][C:23]=3[O:28][CH3:29])=[N:20][N:19]([CH2:30][O:31][CH2:32][CH2:33][Si:34]([CH3:37])([CH3:35])[CH3:36])[C:16]2=[N:17][CH:18]=1, predict the reactants needed to synthesize it. (4) Given the product [C:29]1([C:34]2[CH:35]=[CH:36][CH:37]=[CH:38][CH:39]=2)[CH:30]=[CH:31][CH:32]=[CH:33][C:28]=1[CH2:27][N:12]([C:3]1[C:2]([Cl:1])=[CH:7][C:6]([C:8]([F:11])([F:9])[F:10])=[CH:5][N:4]=1)[S:13]([C:16]1[CH:25]=[CH:24][C:19]([C:20]([O:22][CH3:23])=[O:21])=[CH:18][CH:17]=1)(=[O:15])=[O:14], predict the reactants needed to synthesize it. The reactants are: [Cl:1][C:2]1[C:3]([NH:12][S:13]([C:16]2[CH:25]=[CH:24][C:19]([C:20]([O:22][CH3:23])=[O:21])=[CH:18][CH:17]=2)(=[O:15])=[O:14])=[N:4][CH:5]=[C:6]([C:8]([F:11])([F:10])[F:9])[CH:7]=1.Br[CH2:27][C:28]1[CH:33]=[CH:32][CH:31]=[CH:30][C:29]=1[C:34]1[CH:39]=[CH:38][CH:37]=[CH:36][CH:35]=1. (5) The reactants are: [CH2:1]([O:8][CH2:9][C:10]([OH:12])=[O:11])[C:2]1[CH:7]=[CH:6][CH:5]=[CH:4][CH:3]=1.C(=O)([O-])[O-].[K+].[K+].Br[CH2:20][C:21](=[O:26])[C:22]([CH3:25])([CH3:24])[CH3:23].Cl. Given the product [CH3:23][C:22]([CH3:25])([CH3:24])[C:21](=[O:26])[CH2:20][O:11][C:10](=[O:12])[CH2:9][O:8][CH2:1][C:2]1[CH:7]=[CH:6][CH:5]=[CH:4][CH:3]=1, predict the reactants needed to synthesize it. (6) Given the product [CH3:39][O:35][C:33](=[O:34])[CH2:32][N:21]1[C:16]2[CH:17]=[CH:18][CH:19]=[CH:20][C:15]=2[NH:14][CH2:13][C@H:9]([NH:8][C:6]([O:5][C:1]([CH3:2])([CH3:3])[CH3:4])=[O:7])[C:10]1=[O:12], predict the reactants needed to synthesize it. The reactants are: [C:1]([O:5][C:6]([NH:8][C@@H:9]([CH2:13][NH:14][C:15]1[CH:20]=[CH:19][CH:18]=[CH:17][C:16]=1[N+:21]([O-])=O)[C:10]([OH:12])=O)=[O:7])([CH3:4])([CH3:3])[CH3:2].C(OC(N[C@@H:32](CN)[C:33]([OH:35])=[O:34])=O)(C)(C)C.F[C:39]1C=CC=CC=1[N+]([O-])=O.C([O-])(O)=O.[Na+].